The task is: Predict which catalyst facilitates the given reaction.. This data is from Catalyst prediction with 721,799 reactions and 888 catalyst types from USPTO. Reactant: [CH2:1]([N:8]1[CH2:15][C@@H:14]2[C@@H:10]([CH2:11][NH:12][CH2:13]2)[CH2:9]1)[C:2]1[CH:7]=[CH:6][CH:5]=[CH:4][CH:3]=1.CCN(C(C)C)C(C)C.[CH3:25][C:26]([O:29][C:30](O[C:30]([O:29][C:26]([CH3:28])([CH3:27])[CH3:25])=[O:31])=[O:31])([CH3:28])[CH3:27]. Product: [CH2:1]([N:8]1[CH2:9][C@@H:10]2[CH2:11][N:12]([C:30]([O:29][C:26]([CH3:28])([CH3:27])[CH3:25])=[O:31])[CH2:13][C@@H:14]2[CH2:15]1)[C:2]1[CH:7]=[CH:6][CH:5]=[CH:4][CH:3]=1. The catalyst class is: 56.